This data is from Full USPTO retrosynthesis dataset with 1.9M reactions from patents (1976-2016). The task is: Predict the reactants needed to synthesize the given product. (1) Given the product [CH2:38]([O:37][C:33]1[CH:32]=[C:31]([S:30][C:2]2[CH:19]=[CH:18][C:5]([C:6]([O:8][CH2:9][C:10]3[CH:15]=[CH:14][C:13]([O:16][CH3:17])=[CH:12][CH:11]=3)=[O:7])=[CH:4][C:3]=2[C:20]([F:23])([F:22])[F:21])[CH:36]=[CH:35][CH:34]=1)[C:39]1[CH:44]=[CH:43][CH:42]=[CH:41][CH:40]=1, predict the reactants needed to synthesize it. The reactants are: F[C:2]1[CH:19]=[CH:18][C:5]([C:6]([O:8][CH2:9][C:10]2[CH:15]=[CH:14][C:13]([O:16][CH3:17])=[CH:12][CH:11]=2)=[O:7])=[CH:4][C:3]=1[C:20]([F:23])([F:22])[F:21].C(=O)([O-])[O-].[K+].[K+].[SH:30][C:31]1[CH:32]=[C:33]([OH:37])[CH:34]=[CH:35][CH:36]=1.[CH2:38](Br)[C:39]1[CH:44]=[CH:43][CH:42]=[CH:41][CH:40]=1. (2) Given the product [C:21]([C:20]([NH:19][C:10]([C:7]1[CH:6]=[C:5]([O:13][CH2:14][C:15]([F:18])([F:17])[F:16])[C:4]([CH:1]2[CH2:2][CH2:3]2)=[CH:9][N:8]=1)=[O:12])([CH3:28])[CH2:24][CH:25]([CH3:27])[CH3:26])(=[O:22])[NH2:23], predict the reactants needed to synthesize it. The reactants are: [CH:1]1([C:4]2[C:5]([O:13][CH2:14][C:15]([F:18])([F:17])[F:16])=[CH:6][C:7]([C:10]([OH:12])=O)=[N:8][CH:9]=2)[CH2:3][CH2:2]1.[NH2:19][C:20]([CH3:28])([CH2:24][CH:25]([CH3:27])[CH3:26])[C:21]([NH2:23])=[O:22].